Task: Predict which catalyst facilitates the given reaction.. Dataset: Catalyst prediction with 721,799 reactions and 888 catalyst types from USPTO (1) Reactant: [CH2:1]([O:3][C:4](=[O:12])[C:5]1[CH:10]=[CH:9][CH:8]=[CH:7][C:6]=1[CH3:11])[CH3:2].[Br:13]N1C(=O)CCC1=O.C(OOC(=O)C1C=CC=CC=1)(=O)C1C=CC=CC=1.CCCCCC. Product: [CH2:1]([O:3][C:4](=[O:12])[C:5]1[CH:10]=[CH:9][CH:8]=[CH:7][C:6]=1[CH2:11][Br:13])[CH3:2]. The catalyst class is: 53. (2) Reactant: Br[C:2]1[CH:7]=[CH:6][C:5]([CH3:8])=[CH:4][CH:3]=1.[C:9]1(B(O)O)[CH:14]=[CH:13]C=[CH:11][CH:10]=1.[C:18](=O)([O-])[O-].[K+].[K+]. Product: [CH3:18][C:2]1[CH:7]=[CH:6][C:5]([C:8]2[CH:13]=[CH:14][CH:9]=[CH:10][CH:11]=2)=[CH:4][CH:3]=1. The catalyst class is: 113. (3) Reactant: C([Li])CCC.CCCCCC.Br[C:13]1[CH:18]=[CH:17][CH:16]=[C:15]([Br:19])[N:14]=1.C(=O)=O.[CH3:23][C:24]([CH3:26])=[O:25].[Cl-].[NH4+]. Product: [Br:19][C:15]1[N:14]=[C:13]([C:24]([OH:25])([CH3:26])[CH3:23])[CH:18]=[CH:17][CH:16]=1. The catalyst class is: 1. (4) Reactant: [CH2:1]([N:3]([CH2:24][CH3:25])[C:4](=[O:23])[C:5]1[CH:10]=[CH:9][C:8]([NH:11][CH2:12][CH2:13][N:14]2[CH2:19][CH2:18][CH2:17][CH2:16][CH2:15]2)=[C:7]([N+:20]([O-])=O)[CH:6]=1)[CH3:2]. Product: [NH2:20][C:7]1[CH:6]=[C:5]([CH:10]=[CH:9][C:8]=1[NH:11][CH2:12][CH2:13][N:14]1[CH2:19][CH2:18][CH2:17][CH2:16][CH2:15]1)[C:4]([N:3]([CH2:24][CH3:25])[CH2:1][CH3:2])=[O:23]. The catalyst class is: 99. (5) Reactant: [C:1]([NH2:4])(=[O:3])[CH3:2].C[Si]([N-][Si](C)(C)C)(C)C.[Li+].[I:15][C:16]1[C:24]2[C:19](=[CH:20][CH:21]=[C:22]([C:25]3[N:29]=[C:28](C(Cl)(Cl)Cl)[O:27][N:26]=3)[CH:23]=2)[N:18]([S:34]([C:37]2[CH:43]=[CH:42][C:40]([CH3:41])=[CH:39][CH:38]=2)(=[O:36])=[O:35])[CH:17]=1. Product: [I:15][C:16]1[C:24]2[C:19](=[CH:20][CH:21]=[C:22]([C:25]3[N:29]=[C:28]([NH:4][C:1](=[O:3])[CH3:2])[O:27][N:26]=3)[CH:23]=2)[N:18]([S:34]([C:37]2[CH:43]=[CH:42][C:40]([CH3:41])=[CH:39][CH:38]=2)(=[O:35])=[O:36])[CH:17]=1. The catalyst class is: 1. (6) Reactant: [I:1][C:2]1[CH:8]=[C:7]([CH3:9])[CH:6]=[CH:5][C:3]=1N.N([O-])=O.[Na+].[BrH:14]. Product: [Br:14][C:3]1[CH:5]=[CH:6][C:7]([CH3:9])=[CH:8][C:2]=1[I:1]. The catalyst class is: 6. (7) Reactant: S(=O)(=O)(O)O.S([O-])([O-])(=O)=O.[Mg+2].[CH:12]1([C:15]([OH:17])=[O:16])[CH2:14][CH2:13]1.[CH3:18][C:19](O)([CH3:21])[CH3:20]. Product: [C:19]([O:16][C:15]([CH:12]1[CH2:14][CH2:13]1)=[O:17])([CH3:21])([CH3:20])[CH3:18]. The catalyst class is: 4. (8) Reactant: [Br:1][C:2]1[CH:10]=[CH:9][C:5]([C:6]([OH:8])=O)=[CH:4][CH:3]=1.CN(C(ON1N=NC2C=CC=NC1=2)=[N+](C)C)C.F[P-](F)(F)(F)(F)F.CN1CCOCC1.Cl.[CH3:43][C:44]1([OH:50])[CH2:49][CH2:48][NH:47][CH2:46][CH2:45]1. Product: [Br:1][C:2]1[CH:3]=[CH:4][C:5]([C:6]([N:47]2[CH2:48][CH2:49][C:44]([OH:50])([CH3:43])[CH2:45][CH2:46]2)=[O:8])=[CH:9][CH:10]=1. The catalyst class is: 18. (9) Reactant: [C:1]([C:4]1[C:12]2[C:7](=[CH:8][CH:9]=[C:10]([N:13]=[C:14]=[O:15])[CH:11]=2)[N:6]([CH2:16][C:17]([N:19]2[CH2:23][C@H:22]([F:24])[CH2:21][C@H:20]2[C:25]([NH:27][CH2:28][C:29]2[CH:34]=[CH:33][CH:32]=[C:31]([Cl:35])[C:30]=2[F:36])=[O:26])=[O:18])[CH:5]=1)(=[O:3])[CH3:2].[N-]=C=O.Cl.[F:41][C:42]1([F:48])[CH2:47][CH2:46][CH2:45][NH:44][CH2:43]1.CCN(CC)CC. Product: [C:1]([C:4]1[C:12]2[C:7](=[CH:8][CH:9]=[C:10]([NH:13][C:14]([N:44]3[CH2:45][CH2:46][CH2:47][C:42]([F:48])([F:41])[CH2:43]3)=[O:15])[CH:11]=2)[N:6]([CH2:16][C:17]([N:19]2[CH2:23][C@H:22]([F:24])[CH2:21][C@H:20]2[C:25](=[O:26])[NH:27][CH2:28][C:29]2[CH:34]=[CH:33][CH:32]=[C:31]([Cl:35])[C:30]=2[F:36])=[O:18])[CH:5]=1)(=[O:3])[CH3:2]. The catalyst class is: 577.